The task is: Binary Classification. Given a miRNA mature sequence and a target amino acid sequence, predict their likelihood of interaction.. This data is from Experimentally validated miRNA-target interactions with 360,000+ pairs, plus equal number of negative samples. The miRNA is mmu-miR-879-3p with sequence GCUUAUGGCUUCAAGCUUUCGG. The protein sequence of the target gene is MEASGGVGGAFLKDVVAYVEVWSSKGTENYSRTFAKQLEDMGATVSKTLNKQVTHVIFKDGYQSTWDKAQKTGAKLVSVLWVEKCRMAGALVDESLFPAVNTDEHLPNLSRKKHKCMQPKDFILKTPENDKRLQKKFEKMAEELQRQKAALDDDVPVLLFESPRSLVYSSPVNVMKRRLQDMKEKRENLSPTSSQMLEQSQQNPCVSLFETSLNISHQPLSSDESFASGSHSSFGDSCGDQERKLGRSANEMTTVTCPSSPVLRASSFYGSASPNHLRQPRPQKAPDSPSKESINCQKDA.... Result: 0 (no interaction).